From a dataset of NCI-60 drug combinations with 297,098 pairs across 59 cell lines. Regression. Given two drug SMILES strings and cell line genomic features, predict the synergy score measuring deviation from expected non-interaction effect. (1) Drug 1: COC1=C(C=C2C(=C1)N=CN=C2NC3=CC(=C(C=C3)F)Cl)OCCCN4CCOCC4. Drug 2: CC1C(C(CC(O1)OC2CC(CC3=C2C(=C4C(=C3O)C(=O)C5=C(C4=O)C(=CC=C5)OC)O)(C(=O)C)O)N)O.Cl. Cell line: 786-0. Synergy scores: CSS=68.0, Synergy_ZIP=8.44, Synergy_Bliss=13.7, Synergy_Loewe=15.3, Synergy_HSA=15.7. (2) Drug 1: C1=NC2=C(N1)C(=S)N=CN2. Drug 2: CC1CCCC2(C(O2)CC(NC(=O)CC(C(C(=O)C(C1O)C)(C)C)O)C(=CC3=CSC(=N3)C)C)C. Cell line: NCI-H460. Synergy scores: CSS=38.0, Synergy_ZIP=-4.20, Synergy_Bliss=-8.17, Synergy_Loewe=-30.4, Synergy_HSA=-6.99. (3) Drug 1: CC1=C(C=C(C=C1)C(=O)NC2=CC(=CC(=C2)C(F)(F)F)N3C=C(N=C3)C)NC4=NC=CC(=N4)C5=CN=CC=C5. Drug 2: CC1C(C(CC(O1)OC2CC(CC3=C2C(=C4C(=C3O)C(=O)C5=CC=CC=C5C4=O)O)(C(=O)C)O)N)O. Cell line: SF-268. Synergy scores: CSS=33.1, Synergy_ZIP=1.60, Synergy_Bliss=-0.366, Synergy_Loewe=-31.3, Synergy_HSA=-1.32.